From a dataset of Forward reaction prediction with 1.9M reactions from USPTO patents (1976-2016). Predict the product of the given reaction. (1) Given the reactants [Cl-].[C:2]1([PH+](C2C=CC=CC=2)C2C=CC=CC=2)C=CC=CC=1.C[C:22]([O-:25])(C)C.[K+].[Br:27][C:28]1[CH:35]=[CH:34][C:31]([CH:32]=O)=[C:30]([F:36])[CH:29]=1, predict the reaction product. The product is: [CH3:2][O:25][CH:22]=[CH:32][C:31]1[CH:34]=[CH:35][C:28]([Br:27])=[CH:29][C:30]=1[F:36]. (2) Given the reactants Cl[C:2]1[C:3]2[NH:10][CH:9]=[CH:8][C:4]=2[N:5]=[CH:6][N:7]=1.[CH2:11]([O:18][C:19]1[CH:24]=[CH:23][C:22]([OH:25])=[CH:21][CH:20]=1)[C:12]1[CH:17]=[CH:16][CH:15]=[CH:14][CH:13]=1.O[CH:27]1[CH2:30][N:29]([C:31]([O:33]C(C)(C)C)=O)[CH2:28]1.[C:38](Cl)(=O)[CH:39]=C, predict the reaction product. The product is: [CH2:11]([O:18][C:19]1[CH:20]=[CH:21][C:22]([O:25][C:2]2[C:3]3[N:10]([CH:27]4[CH2:28][N:29]([C:31](=[O:33])[CH:38]=[CH2:39])[CH2:30]4)[CH:9]=[CH:8][C:4]=3[N:5]=[CH:6][N:7]=2)=[CH:23][CH:24]=1)[C:12]1[CH:13]=[CH:14][CH:15]=[CH:16][CH:17]=1. (3) Given the reactants [Cl:1][C:2]1[CH:3]=[C:4]([C:9]2([C:23]([F:26])([F:25])[F:24])[O:13][N:12]=[C:11]([C:14]3[CH:19]=[CH:18][CH:17]=[C:16]([N+:20]([O-])=O)[CH:15]=3)[CH2:10]2)[CH:5]=[C:6]([Cl:8])[CH:7]=1.C(O)(=O)C, predict the reaction product. The product is: [Cl:1][C:2]1[CH:3]=[C:4]([C:9]2([C:23]([F:25])([F:24])[F:26])[O:13][N:12]=[C:11]([C:14]3[CH:15]=[C:16]([NH2:20])[CH:17]=[CH:18][CH:19]=3)[CH2:10]2)[CH:5]=[C:6]([Cl:8])[CH:7]=1. (4) Given the reactants [Si:1]([N:8]1[C:16]2[C:11](=[CH:12][C:13](B(O)O)=[CH:14][CH:15]=2)[C:10]([CH:20]([CH3:22])[CH3:21])=[CH:9]1)([C:4]([CH3:7])([CH3:6])[CH3:5])([CH3:3])[CH3:2].[OH:23][C:24]1[C:38]([CH3:39])=[CH:37][C:27]([O:28][CH2:29][C:30]([O:32][C:33]([CH3:36])([CH3:35])[CH3:34])=[O:31])=[CH:26][C:25]=1[CH3:40].N1C=CC=CC=1.C(N(CC)CC)C, predict the reaction product. The product is: [C:33]([O:32][C:30](=[O:31])[CH2:29][O:28][C:27]1[CH:26]=[C:25]([CH3:40])[C:24]([O:23][C:13]2[CH:12]=[C:11]3[C:16](=[CH:15][CH:14]=2)[N:8]([Si:1]([C:4]([CH3:7])([CH3:6])[CH3:5])([CH3:3])[CH3:2])[CH:9]=[C:10]3[CH:20]([CH3:22])[CH3:21])=[C:38]([CH3:39])[CH:37]=1)([CH3:36])([CH3:35])[CH3:34]. (5) Given the reactants [Br:1][C:2]1[CH:9]=[CH:8][C:5]([CH:6]=[O:7])=[CH:4][CH:3]=1.[CH:10]1([Mg]Cl)[CH2:15][CH2:14][CH2:13][CH2:12][CH2:11]1.C(OCC)C, predict the reaction product. The product is: [Br:1][C:2]1[CH:9]=[CH:8][C:5]([CH:6]([CH:10]2[CH2:15][CH2:14][CH2:13][CH2:12][CH2:11]2)[OH:7])=[CH:4][CH:3]=1.